This data is from Reaction yield outcomes from USPTO patents with 853,638 reactions. The task is: Predict the reaction yield, written as a fraction of the theoretical maximum amount of product (1.0 means a 100% yield; for example, 0.34 means a 34% yield). (1) The reactants are [Br:1][C:2]1[CH:3]=[C:4]([F:13])[C:5]2[O:10][CH2:9][C:8](=[O:11])[NH:7][C:6]=2[CH:12]=1.C([O-])([O-])=O.[Cs+].[Cs+].[Cl:20][CH2:21][CH2:22][CH2:23]I. The catalyst is CCCCCCC.CCOC(C)=O. The product is [Br:1][C:2]1[CH:3]=[C:4]([F:13])[C:5]2[O:10][CH2:9][C:8](=[O:11])[N:7]([CH2:23][CH2:22][CH2:21][Cl:20])[C:6]=2[CH:12]=1. The yield is 0.720. (2) The reactants are Cl[C:2]1[CH:3]=[CH:4][C:5]([N+:11]([O-:13])=[O:12])=[C:6]([S:8][CH2:9][CH3:10])[CH:7]=1.[F:14][C:15]1[CH:20]=[CH:19][CH:18]=[CH:17][C:16]=1[C:21]1[C:25](B2OC(C)(C)C(C)(C)O2)=[CH:24][N:23]([CH3:35])[N:22]=1.[O-]P([O-])([O-])=O.[K+].[K+].[K+].CCO. The catalyst is C1(C)C=CC=CC=1.CCOC(C)=O.O.C1C=CC([P]([Pd]([P](C2C=CC=CC=2)(C2C=CC=CC=2)C2C=CC=CC=2)([P](C2C=CC=CC=2)(C2C=CC=CC=2)C2C=CC=CC=2)[P](C2C=CC=CC=2)(C2C=CC=CC=2)C2C=CC=CC=2)(C2C=CC=CC=2)C2C=CC=CC=2)=CC=1. The product is [CH2:9]([S:8][C:6]1[CH:7]=[C:2]([C:25]2[C:21]([C:16]3[CH:17]=[CH:18][CH:19]=[CH:20][C:15]=3[F:14])=[N:22][N:23]([CH3:35])[CH:24]=2)[CH:3]=[CH:4][C:5]=1[N+:11]([O-:13])=[O:12])[CH3:10]. The yield is 0.680.